This data is from NCI-60 drug combinations with 297,098 pairs across 59 cell lines. The task is: Regression. Given two drug SMILES strings and cell line genomic features, predict the synergy score measuring deviation from expected non-interaction effect. (1) Drug 1: CC1C(C(=O)NC(C(=O)N2CCCC2C(=O)N(CC(=O)N(C(C(=O)O1)C(C)C)C)C)C(C)C)NC(=O)C3=C4C(=C(C=C3)C)OC5=C(C(=O)C(=C(C5=N4)C(=O)NC6C(OC(=O)C(N(C(=O)CN(C(=O)C7CCCN7C(=O)C(NC6=O)C(C)C)C)C)C(C)C)C)N)C. Drug 2: C1CN1C2=NC(=NC(=N2)N3CC3)N4CC4. Cell line: HOP-92. Synergy scores: CSS=27.8, Synergy_ZIP=-8.10, Synergy_Bliss=2.90, Synergy_Loewe=-0.333, Synergy_HSA=0.693. (2) Drug 1: CN(C)N=NC1=C(NC=N1)C(=O)N. Drug 2: C(=O)(N)NO. Cell line: NCI-H322M. Synergy scores: CSS=-6.22, Synergy_ZIP=1.73, Synergy_Bliss=-1.18, Synergy_Loewe=-4.58, Synergy_HSA=-4.69. (3) Drug 2: CC12CCC3C(C1CCC2=O)CC(=C)C4=CC(=O)C=CC34C. Drug 1: CC12CCC(CC1=CCC3C2CCC4(C3CC=C4C5=CN=CC=C5)C)O. Synergy scores: CSS=20.4, Synergy_ZIP=8.05, Synergy_Bliss=5.48, Synergy_Loewe=-0.530, Synergy_HSA=4.69. Cell line: NCI-H226. (4) Drug 1: CN(C)N=NC1=C(NC=N1)C(=O)N. Drug 2: CC1C(C(CC(O1)OC2CC(OC(C2O)C)OC3=CC4=CC5=C(C(=O)C(C(C5)C(C(=O)C(C(C)O)O)OC)OC6CC(C(C(O6)C)O)OC7CC(C(C(O7)C)O)OC8CC(C(C(O8)C)O)(C)O)C(=C4C(=C3C)O)O)O)O. Cell line: HT29. Synergy scores: CSS=-2.63, Synergy_ZIP=-0.371, Synergy_Bliss=0.412, Synergy_Loewe=-72.4, Synergy_HSA=-2.78. (5) Drug 1: C1=CC(=CC=C1CCCC(=O)O)N(CCCl)CCCl. Drug 2: CCC(=C(C1=CC=CC=C1)C2=CC=C(C=C2)OCCN(C)C)C3=CC=CC=C3.C(C(=O)O)C(CC(=O)O)(C(=O)O)O. Cell line: NCI-H522. Synergy scores: CSS=18.8, Synergy_ZIP=-4.92, Synergy_Bliss=-4.55, Synergy_Loewe=-5.30, Synergy_HSA=-4.06.